From a dataset of Reaction yield outcomes from USPTO patents with 853,638 reactions. Predict the reaction yield, written as a fraction of the theoretical maximum amount of product (1.0 means a 100% yield; for example, 0.34 means a 34% yield). (1) The reactants are Br[C:2]1[CH:3]=[C:4]([NH:10][C:11]2[CH:23]=[C:14]3[CH2:15][N:16]([CH:19]4[CH2:22][O:21][CH2:20]4)[CH2:17][CH2:18][N:13]3[N:12]=2)[C:5](=[O:9])[N:6]([CH3:8])[CH:7]=1.[C:24]([O:27][CH2:28][C:29]1[C:34](B2OC(C)(C)C(C)(C)O2)=[CH:33][C:32](F)=[CH:31][C:30]=1[N:45]1[CH2:56][CH2:55][C:54]2[C:53]3[CH2:52][C:51]([CH3:58])([CH3:57])[CH2:50][C:49]=3[S:48][C:47]=2[C:46]1=[O:59])(=[O:26])[CH3:25].CC([O-])=O.[Na+]. The catalyst is CC#N.C1C=CC(P(C2C=CC=CC=2)[C-]2C=CC=C2)=CC=1.C1C=CC(P(C2C=CC=CC=2)[C-]2C=CC=C2)=CC=1.Cl[Pd]Cl.[Fe+2]. The product is [C:24]([O:27][CH2:28][C:29]1[C:34]([C:2]2[CH:3]=[C:4]([NH:10][C:11]3[CH:23]=[C:14]4[CH2:15][N:16]([CH:19]5[CH2:22][O:21][CH2:20]5)[CH2:17][CH2:18][N:13]4[N:12]=3)[C:5](=[O:9])[N:6]([CH3:8])[CH:7]=2)=[CH:33][CH:32]=[CH:31][C:30]=1[N:45]1[CH2:56][CH2:55][C:54]2[C:53]3[CH2:52][C:51]([CH3:58])([CH3:57])[CH2:50][C:49]=3[S:48][C:47]=2[C:46]1=[O:59])(=[O:26])[CH3:25]. The yield is 0.610. (2) The reactants are [CH2:1]1[O:13][C:12]2[CH:11]=[C:10]3[C:5]([C:6]([N:14]([CH2:28][CH2:29][N:30]([CH3:32])[CH3:31])[C:15](=[O:27])[C:16]4[CH:21]=[C:20]([O:22][CH3:23])[C:19]([O:24][CH3:25])=[CH:18][C:17]=4I)=[CH:7][CH:8]=[N:9]3)=[CH:4][C:3]=2[O:2]1. The catalyst is C(Cl)(Cl)Cl. The product is [CH3:23][O:22][C:20]1[C:19]([O:24][CH3:25])=[CH:18][C:17]2[C:7]3[C:6](=[C:5]4[CH:4]=[C:3]5[O:2][CH2:1][O:13][C:12]5=[CH:11][C:10]4=[N:9][CH:8]=3)[N:14]([CH2:28][CH2:29][N:30]([CH3:32])[CH3:31])[C:15](=[O:27])[C:16]=2[CH:21]=1. The yield is 0.410.